Dataset: Catalyst prediction with 721,799 reactions and 888 catalyst types from USPTO. Task: Predict which catalyst facilitates the given reaction. (1) Reactant: [C:1]1([S:7]([N:10]2[CH2:14][CH2:13][S:12][CH:11]2[CH2:15][C:16]([O:18]CC)=[O:17])(=[O:9])=[O:8])[CH:6]=[CH:5][CH:4]=[CH:3][CH:2]=1.Cl. Product: [C:1]1([S:7]([N:10]2[CH2:14][CH2:13][S:12][CH:11]2[CH2:15][C:16]([OH:18])=[O:17])(=[O:8])=[O:9])[CH:2]=[CH:3][CH:4]=[CH:5][CH:6]=1. The catalyst class is: 12. (2) Reactant: C[O:2][C:3](=[O:31])[C:4]1[CH:9]=[CH:8][C:7]([O:10][CH2:11][C:12]2[CH:21]=[CH:20][C:19]3[C:14](=[CH:15][CH:16]=[C:17]([O:22][CH2:23][C@@H:24]4[CH2:28][O:27][C:26]([CH3:30])([CH3:29])[O:25]4)[CH:18]=3)[CH:13]=2)=[CH:6][CH:5]=1.[OH-].[Li+].Cl. Product: [CH3:29][C:26]1([CH3:30])[O:25][C@H:24]([CH2:23][O:22][C:17]2[CH:18]=[C:19]3[C:14](=[CH:15][CH:16]=2)[CH:13]=[C:12]([CH2:11][O:10][C:7]2[CH:8]=[CH:9][C:4]([C:3]([OH:31])=[O:2])=[CH:5][CH:6]=2)[CH:21]=[CH:20]3)[CH2:28][O:27]1. The catalyst class is: 20.